From a dataset of Forward reaction prediction with 1.9M reactions from USPTO patents (1976-2016). Predict the product of the given reaction. (1) The product is: [C:17]([O:1][C:2]1[CH:9]=[CH:8][C:5]([CH2:6][OH:7])=[CH:4][CH:3]=1)(=[O:19])[CH3:18]. Given the reactants [OH:1][C:2]1[CH:9]=[CH:8][C:5]([CH2:6][OH:7])=[CH:4][CH:3]=1.C(N(CC)CC)C.[C:17](OC(=O)C)(=[O:19])[CH3:18].C(OCC)(=O)C, predict the reaction product. (2) Given the reactants C([O:3][S:4]([CH:7]=[CH:8][C:9]1[CH:14]=[CH:13][C:12]([Cl:15])=[CH:11][C:10]=1[O:16][CH3:17])(=[O:6])=[O:5])C, predict the reaction product. The product is: [Cl:15][C:12]1[CH:13]=[CH:14][C:9]([CH:8]=[CH:7][S:4]([OH:6])(=[O:3])=[O:5])=[C:10]([O:16][CH3:17])[CH:11]=1. (3) Given the reactants [CH3:1][O:2][C:3]1[CH:4]=[CH:5][C:6]2[CH2:12][CH2:11][CH2:10][NH:9][C:8](=O)[C:7]=2[CH:14]=1.[H-].[Al+3].[Li+].[H-].[H-].[H-], predict the reaction product. The product is: [CH3:1][O:2][C:3]1[CH:4]=[CH:5][C:6]2[CH2:12][CH2:11][CH2:10][NH:9][CH2:8][C:7]=2[CH:14]=1. (4) The product is: [Cl:17][C:18]1[C:19]([C:2]2[CH:3]=[CH:4][CH:5]=[C:6]([NH:8][C@H:9]3[C:11]4([CH2:16][CH2:15][O:14][CH2:13][CH2:12]4)[CH2:10]3)[N:7]=2)=[CH:20][C:21]([F:24])=[N:22][CH:23]=1. Given the reactants Br[C:2]1[N:7]=[C:6]([NH:8][C@H:9]2[C:11]3([CH2:16][CH2:15][O:14][CH2:13][CH2:12]3)[CH2:10]2)[CH:5]=[CH:4][CH:3]=1.[Cl:17][C:18]1[C:19](B(O)O)=[CH:20][C:21]([F:24])=[N:22][CH:23]=1.C(Cl)Cl.C([O-])([O-])=O.[Na+].[Na+], predict the reaction product. (5) Given the reactants [NH:1]([C:3]1[CH:4]=[CH:5][C:6]2[C:7]([N:19]=1)=[N:8][C:9]([C:13]1[CH:18]=[CH:17][CH:16]=[CH:15][CH:14]=1)=[C:10]([OH:12])[N:11]=2)[NH2:2].C1C=CC2N(O)N=NC=2C=1.[C:30](O)(=O)[C:31]([NH2:33])=[O:32].C(Cl)CCl.C(O)(C(F)(F)F)=O, predict the reaction product. The product is: [OH:12][C:10]1[N:11]=[C:6]2[CH:5]=[CH:4][C:3]3=[N:1][N:2]=[C:30]([C:31]([NH2:33])=[O:32])[N:19]3[C:7]2=[N:8][C:9]=1[C:13]1[CH:18]=[CH:17][CH:16]=[CH:15][CH:14]=1. (6) Given the reactants [OH-].[Na+].[CH3:3][N:4]([CH3:39])[C@H:5]1[CH2:10][CH2:9][C@H:8]([N:11]([CH2:36][CH2:37][CH3:38])[C:12]2[C:13]([CH3:35])=[C:14]([C:31]([O:33]C)=[O:32])[CH:15]=[C:16]([C:18]3[CH:23]=[CH:22][C:21]([CH2:24][N:25]4[CH2:30][CH2:29][O:28][CH2:27][CH2:26]4)=[CH:20][CH:19]=3)[CH:17]=2)[CH2:7][CH2:6]1, predict the reaction product. The product is: [CH3:39][N:4]([CH3:3])[C@H:5]1[CH2:6][CH2:7][C@H:8]([N:11]([CH2:36][CH2:37][CH3:38])[C:12]2[C:13]([CH3:35])=[C:14]([C:31]([OH:33])=[O:32])[CH:15]=[C:16]([C:18]3[CH:19]=[CH:20][C:21]([CH2:24][N:25]4[CH2:30][CH2:29][O:28][CH2:27][CH2:26]4)=[CH:22][CH:23]=3)[CH:17]=2)[CH2:9][CH2:10]1. (7) The product is: [Br-:28].[CH2:1]([NH:8][C:9]([C:11]1[C:15]([CH:16]([CH3:18])[CH3:17])=[C:14]([CH2:19][P+:35]([C:36]2[CH:37]=[CH:38][CH:39]=[CH:40][CH:41]=2)([C:42]2[CH:47]=[CH:46][CH:45]=[CH:44][CH:43]=2)[C:29]2[CH:30]=[CH:31][CH:32]=[CH:33][CH:34]=2)[N:13]([C:21]2[CH:26]=[CH:25][C:24]([F:27])=[CH:23][CH:22]=2)[N:12]=1)=[O:10])[C:2]1[CH:7]=[CH:6][CH:5]=[CH:4][CH:3]=1. Given the reactants [CH2:1]([NH:8][C:9]([C:11]1[C:15]([CH:16]([CH3:18])[CH3:17])=[C:14]([CH2:19]O)[N:13]([C:21]2[CH:26]=[CH:25][C:24]([F:27])=[CH:23][CH:22]=2)[N:12]=1)=[O:10])[C:2]1[CH:7]=[CH:6][CH:5]=[CH:4][CH:3]=1.[BrH:28].[C:29]1([P:35]([C:42]2[CH:47]=[CH:46][CH:45]=[CH:44][CH:43]=2)[C:36]2[CH:41]=[CH:40][CH:39]=[CH:38][CH:37]=2)[CH:34]=[CH:33][CH:32]=[CH:31][CH:30]=1, predict the reaction product.